This data is from Forward reaction prediction with 1.9M reactions from USPTO patents (1976-2016). The task is: Predict the product of the given reaction. Given the reactants C[O:2][C:3](=[O:23])[C:4]1[CH:13]=[C:12]([O:14][CH2:15][C:16]2[CH:21]=[CH:20][CH:19]=[CH:18][C:17]=2[CH3:22])[CH:11]=[C:6]([C:7]([O:9][CH3:10])=[O:8])[CH:5]=1.[OH-].[K+], predict the reaction product. The product is: [CH3:10][O:9][C:7](=[O:8])[C:6]1[CH:11]=[C:12]([O:14][CH2:15][C:16]2[CH:21]=[CH:20][CH:19]=[CH:18][C:17]=2[CH3:22])[CH:13]=[C:4]([C:3]([OH:23])=[O:2])[CH:5]=1.